Predict the product of the given reaction. From a dataset of Forward reaction prediction with 1.9M reactions from USPTO patents (1976-2016). (1) Given the reactants Cl[C:2]1[N:7]=[C:6]([NH:8][C:9]2[CH:14]=[CH:13][CH:12]=[C:11]([CH:15]([CH3:17])[CH3:16])[CH:10]=2)[C:5]([F:18])=[CH:4][N:3]=1.[CH3:19][O:20][C:21]([C:23]1[O:24][C:25]2[CH:31]=[CH:30][C:29]([NH2:32])=[CH:28][C:26]=2[CH:27]=1)=[O:22], predict the reaction product. The product is: [F:18][C:5]1[C:6]([NH:8][C:9]2[CH:14]=[CH:13][CH:12]=[C:11]([CH:15]([CH3:17])[CH3:16])[CH:10]=2)=[N:7][C:2]([NH:32][C:29]2[CH:30]=[CH:31][C:25]3[O:24][C:23]([C:21]([O:20][CH3:19])=[O:22])=[CH:27][C:26]=3[CH:28]=2)=[N:3][CH:4]=1. (2) Given the reactants S(Cl)([Cl:3])=O.[CH3:5][O:6][C:7]1[CH:8]=[C:9]([CH:15]=[CH:16][C:17]=1[O:18][CH3:19])[CH:10]=[CH:11][C:12](O)=[O:13], predict the reaction product. The product is: [CH3:5][O:6][C:7]1[CH:8]=[C:9](/[CH:10]=[CH:11]/[C:12]([Cl:3])=[O:13])[CH:15]=[CH:16][C:17]=1[O:18][CH3:19]. (3) Given the reactants [Br:1][C:2]1[CH:3]=[N:4][C:5]([O:11][CH2:12][CH2:13][O:14][CH3:15])=[C:6]([CH:10]=1)[C:7]([OH:9])=[O:8].S(=O)(=O)(O)O.COC(OC)OC.[CH2:28](O)[CH3:29], predict the reaction product. The product is: [Br:1][C:2]1[CH:3]=[N:4][C:5]([O:11][CH2:12][CH2:13][O:14][CH3:15])=[C:6]([CH:10]=1)[C:7]([O:9][CH2:28][CH3:29])=[O:8]. (4) Given the reactants [Cl:1][C:2]1[CH:24]=[CH:23][CH:22]=[CH:21][C:3]=1[C:4]([NH:6][C:7]1[C:12]([F:13])=[C:11]([F:14])[C:10]([C:15]([F:18])([F:17])[F:16])=[C:9]([F:19])[C:8]=1[F:20])=[O:5].[O-]S(C(F)(F)[F:30])(=O)=O.F[N+]1C(C)=CC(C)=CC=1C, predict the reaction product. The product is: [Cl:1][C:2]1[CH:24]=[CH:23][CH:22]=[C:21]([F:30])[C:3]=1[C:4]([NH:6][C:7]1[C:8]([F:20])=[C:9]([F:19])[C:10]([C:15]([F:17])([F:18])[F:16])=[C:11]([F:14])[C:12]=1[F:13])=[O:5]. (5) Given the reactants [CH3:1][NH:2][C:3]1[C:4]2[N:5]([CH:13]=[CH:14][N:15]=2)[C:6]2[C:11]([N:12]=1)=[CH:10][CH:9]=[CH:8][CH:7]=2.[Br:16]N1C(=O)CCC1=O, predict the reaction product. The product is: [Br:16][C:13]1[N:5]2[C:6]3[C:11]([N:12]=[C:3]([NH:2][CH3:1])[C:4]2=[N:15][CH:14]=1)=[CH:10][CH:9]=[CH:8][CH:7]=3. (6) Given the reactants [Cl:1][C:2]1[CH:10]=[CH:9][C:8]2[NH:7][C:6]3[CH2:11][CH2:12][N:13]([CH3:15])[CH2:14][C:5]=3[C:4]=2[CH:3]=1.[CH:16]1([C:19]2[CH:24]=[CH:23][C:22]([CH:25]=[CH2:26])=[CH:21][N:20]=2)[CH2:18][CH2:17]1.[OH-].[K+], predict the reaction product. The product is: [Cl:1][C:2]1[CH:10]=[CH:9][C:8]2[N:7]([CH2:26][CH2:25][C:22]3[CH:21]=[N:20][C:19]([CH:16]4[CH2:18][CH2:17]4)=[CH:24][CH:23]=3)[C:6]3[CH2:11][CH2:12][N:13]([CH3:15])[CH2:14][C:5]=3[C:4]=2[CH:3]=1. (7) Given the reactants Br[C:2]1[CH:3]=[C:4]([O:13][CH2:14][C:15]2[C:20]([CH3:21])=[CH:19][CH:18]=[CH:17][C:16]=2[CH3:22])[C:5]2[N:6]([C:8]([CH3:12])=[C:9]([CH3:11])[N:10]=2)[CH:7]=1.[O:23]1[CH:27]=[CH:26][CH:25]=[C:24]1B(O)O.C(=O)([O-])[O-].[Na+].[Na+], predict the reaction product. The product is: [CH3:22][C:16]1[CH:17]=[CH:18][CH:19]=[C:20]([CH3:21])[C:15]=1[CH2:14][O:13][C:4]1[C:5]2[N:6]([C:8]([CH3:12])=[C:9]([CH3:11])[N:10]=2)[CH:7]=[C:2]([C:24]2[O:23][CH:27]=[CH:26][CH:25]=2)[CH:3]=1.